From a dataset of Full USPTO retrosynthesis dataset with 1.9M reactions from patents (1976-2016). Predict the reactants needed to synthesize the given product. (1) Given the product [Br:1][C:2]1[CH:3]=[C:4]([CH:8]=[C:9]([I:11])[CH:10]=1)[C:5]([O:15][CH2:14][C:18]1[CH:17]=[CH:9][CH:10]=[CH:2][CH:3]=1)=[O:7], predict the reactants needed to synthesize it. The reactants are: [Br:1][C:2]1[CH:3]=[C:4]([CH:8]=[C:9]([I:11])[CH:10]=1)[C:5]([OH:7])=O.CN(C)[CH:14]=[O:15].[C:17](Cl)(=O)[C:18](Cl)=O. (2) Given the product [CH3:15][N:12]([C:10]1[N:9]=[C:8]([NH:16][CH3:17])[C:6]2[N:7]=[C:2]([N:21]([CH3:22])[CH3:20])[N:3]=[C:4]([NH:18][CH3:19])[C:5]=2[N:11]=1)[NH:13][CH3:14], predict the reactants needed to synthesize it. The reactants are: Cl[C:2]1[N:3]=[C:4]([NH:18][CH3:19])[C:5]2[N:11]=[C:10]([N:12]([CH3:15])[NH:13][CH3:14])[N:9]=[C:8]([NH:16][CH3:17])[C:6]=2[N:7]=1.[CH3:20][NH:21][CH3:22].C1COCC1. (3) Given the product [CH3:1][O:2][C:3]1[CH:4]=[C:5]([NH:15][C:16]2[N:21]=[C:20]([CH:22]([OH:24])[CH3:23])[CH:19]=[C:18]([CH2:25][O:26][CH2:27][C:28]([F:29])([F:30])[F:31])[N:17]=2)[CH:6]=[CH:7][C:8]=1[N:9]1[CH:13]=[C:12]([CH3:14])[N:11]=[CH:10]1, predict the reactants needed to synthesize it. The reactants are: [CH3:1][O:2][C:3]1[CH:4]=[C:5]([NH:15][C:16]2[N:21]=[C:20]([C:22](=[O:24])[CH3:23])[CH:19]=[C:18]([CH2:25][O:26][CH2:27][C:28]([F:31])([F:30])[F:29])[N:17]=2)[CH:6]=[CH:7][C:8]=1[N:9]1[CH:13]=[C:12]([CH3:14])[N:11]=[CH:10]1.[BH4-].[Na+].CC(C)=O. (4) Given the product [CH3:19][C:14]1([CH3:20])[C:15]([CH3:18])([CH3:17])[O:16][B:12]([C:2]2[CH:3]=[C:4]([CH2:8][CH2:9][C:10]#[N:11])[CH:5]=[CH:6][CH:7]=2)[O:13]1, predict the reactants needed to synthesize it. The reactants are: Br[C:2]1[CH:3]=[C:4]([CH2:8][CH2:9][C:10]#[N:11])[CH:5]=[CH:6][CH:7]=1.[B:12]1([B:12]2[O:16][C:15]([CH3:18])([CH3:17])[C:14]([CH3:20])([CH3:19])[O:13]2)[O:16][C:15]([CH3:18])([CH3:17])[C:14]([CH3:20])([CH3:19])[O:13]1.C([O-])(=O)C.[K+]. (5) The reactants are: [Br:1][C:2]1[C:7]([OH:8])=[C:6]([O:9][CH3:10])[C:5]([O:11][CH:12]([F:14])[F:13])=[CH:4][CH:3]=1.C(=O)([O-])[O-].[K+].[K+].Br[CH2:22][C:23]1([CH2:27][OH:28])[CH2:26][O:25][CH2:24]1. Given the product [Br:1][C:2]1[C:7]([O:8][CH2:22][C:23]2([CH2:27][OH:28])[CH2:26][O:25][CH2:24]2)=[C:6]([O:9][CH3:10])[C:5]([O:11][CH:12]([F:13])[F:14])=[CH:4][CH:3]=1, predict the reactants needed to synthesize it. (6) Given the product [CH2:22]([CH:15]1[N:7]2[C:1](=[O:5])[C:2](=[O:3])[N:25]=[C:14]2[CH2:17][CH2:16]1)[CH2:21][CH2:20][CH2:19][CH3:18], predict the reactants needed to synthesize it. The reactants are: [C:1](Cl)(=[O:5])[C:2](Cl)=[O:3].[N:7]1([CH:15]2[CH2:22][CH2:21][CH2:20][CH2:19][CH2:18][CH2:17][CH2:16]2)[CH2:14]CCCCCN1.C(#[N:25])C. (7) The reactants are: [Cl:1][C:2]1[CH:3]=[C:4]([CH:7]=[C:8]([OH:10])[CH:9]=1)[C:5]#[N:6].[H-].[Na+].[CH2:13]([N:15]([CH2:19][CH3:20])[C:16](Cl)=[S:17])[CH3:14]. Given the product [Cl:1][C:2]1[CH:9]=[C:8]([O:10][C:16](=[S:17])[N:15]([CH2:19][CH3:20])[CH2:13][CH3:14])[CH:7]=[C:4]([C:5]#[N:6])[CH:3]=1, predict the reactants needed to synthesize it.